From a dataset of Catalyst prediction with 721,799 reactions and 888 catalyst types from USPTO. Predict which catalyst facilitates the given reaction. (1) The catalyst class is: 1. Product: [OH:29][C@:22]1([CH2:21][NH:20][C:11]([C:10]2[C:3]3[C:4](=[N:5][CH:6]=[CH:7][C:2]=3[Cl:1])[N:8]([CH2:14][CH:15]3[CH2:19][CH2:18][CH2:17][O:16]3)[CH:9]=2)=[O:13])[CH2:27][CH2:26][CH2:25][C@@H:24]([CH3:28])[CH2:23]1. Reactant: [Cl:1][C:2]1[CH:7]=[CH:6][N:5]=[C:4]2[N:8]([CH2:14][CH:15]3[CH2:19][CH2:18][CH2:17][O:16]3)[CH:9]=[C:10]([C:11]([OH:13])=O)[C:3]=12.[NH2:20][CH2:21][C@@:22]1([OH:29])[CH2:27][CH2:26][CH2:25][C@@H:24]([CH3:28])[CH2:23]1.N1(O)C2C=CC=CC=2N=N1.Cl.CN(C)CCCN=C=NCC. (2) Product: [Cl:1][C:2]1[CH:7]=[C:6]([O:8][C:9]2[C:10]3[CH:17]=[C:16]([C:18]4[CH:19]=[CH:20][C:21]([O:24][CH2:25][CH2:26][CH2:27][N:28]([CH2:29][CH3:30])[CH2:31][CH3:32])=[CH:22][CH:23]=4)[N:15]([CH2:33][O:34][CH2:35][CH2:36][Si:37]([CH3:38])([CH3:39])[CH3:40])[C:11]=3[N:12]=[CH:13][N:14]=2)[CH:5]=[CH:4][C:3]=1[NH:41][C:46]([NH:45][CH:42]1[CH2:44][CH2:43]1)=[O:47]. Reactant: [Cl:1][C:2]1[CH:7]=[C:6]([O:8][C:9]2[C:10]3[CH:17]=[C:16]([C:18]4[CH:23]=[CH:22][C:21]([O:24][CH2:25][CH2:26][CH2:27][N:28]([CH2:31][CH3:32])[CH2:29][CH3:30])=[CH:20][CH:19]=4)[N:15]([CH2:33][O:34][CH2:35][CH2:36][Si:37]([CH3:40])([CH3:39])[CH3:38])[C:11]=3[N:12]=[CH:13][N:14]=2)[CH:5]=[CH:4][C:3]=1[NH2:41].[CH:42]1([NH:45][C:46](=O)[O:47]C2C=CC=CC=2)[CH2:44][CH2:43]1.O. The catalyst class is: 16. (3) Reactant: [F:1][C:2]([F:14])([F:13])[C:3]1[CH:4]=[C:5]([CH2:9][CH2:10][CH2:11][OH:12])[CH:6]=[CH:7][CH:8]=1.C(N(CC)CC)C.[CH3:22][S:23](Cl)(=[O:25])=[O:24]. Product: [F:1][C:2]([F:13])([F:14])[C:3]1[CH:4]=[C:5]([CH2:9][CH2:10][CH2:11][O:12][S:23]([CH3:22])(=[O:25])=[O:24])[CH:6]=[CH:7][CH:8]=1. The catalyst class is: 4. (4) Reactant: [Br:1][C:2]1[CH:11]=[C:10]2[C:5]([CH2:6][CH2:7][N:8]([C:17](=[O:37])[C:18]([N:20]([C:33]([CH3:36])([CH3:35])[CH3:34])[CH2:21][CH2:22][CH2:23][CH2:24][CH2:25][C:26]#[C:27][C:28]3[S:32][CH:31]=[N:30][CH:29]=3)=[O:19])[CH:9]2[C:12]([O:14]CC)=[O:13])=[CH:4][C:3]=1[O:38][CH3:39].[OH-].[K+].Cl. Product: [Br:1][C:2]1[CH:11]=[C:10]2[C:5]([CH2:6][CH2:7][N:8]([C:17](=[O:37])[C:18]([N:20]([C:33]([CH3:34])([CH3:35])[CH3:36])[CH2:21][CH2:22][CH2:23][CH2:24][CH2:25][C:26]#[C:27][C:28]3[S:32][CH:31]=[N:30][CH:29]=3)=[O:19])[CH:9]2[C:12]([OH:14])=[O:13])=[CH:4][C:3]=1[O:38][CH3:39]. The catalyst class is: 38. (5) Reactant: [H-].[Na+].[CH3:3][C:4]1[CH:9]=[C:8]([CH3:10])[CH:7]=[C:6]([CH3:11])[C:5]=1[OH:12].[Cl:13][C:14]1[N:15]=[C:16](Cl)[C:17]2[S:22][CH:21]=[CH:20][C:18]=2[N:19]=1. Product: [Cl:13][C:14]1[N:15]=[C:16]([O:12][C:5]2[C:6]([CH3:11])=[CH:7][C:8]([CH3:10])=[CH:9][C:4]=2[CH3:3])[C:17]2[S:22][CH:21]=[CH:20][C:18]=2[N:19]=1. The catalyst class is: 20. (6) Reactant: [NH2:1][C:2]1[CH:7]=[C:6]([Cl:8])[N:5]=[C:4]([Cl:9])[N:3]=1.[Cl:10]N1C(=O)CCC1=O.O. Product: [Cl:9][C:4]1[N:3]=[C:2]([NH2:1])[C:7]([Cl:10])=[C:6]([Cl:8])[N:5]=1. The catalyst class is: 3.